Dataset: Reaction yield outcomes from USPTO patents with 853,638 reactions. Task: Predict the reaction yield, written as a fraction of the theoretical maximum amount of product (1.0 means a 100% yield; for example, 0.34 means a 34% yield). (1) The reactants are [C:1]([O:5][C:6]([N:8]1[CH2:13][CH2:12][CH:11]([C:14]2[CH:19]=[CH:18][C:17]([NH2:20])=[C:16](Br)[N:15]=2)[CH2:10][CH2:9]1)=[O:7])([CH3:4])([CH3:3])[CH3:2].[CH3:22]CO.C([O-])([O-])=O.[Na+].[Na+].[C:31]1([CH3:37])[CH:36]=[CH:35][CH:34]=[CH:33][CH:32]=1. The catalyst is CCOC(C)=O.C1C=CC([P]([Pd]([P](C2C=CC=CC=2)(C2C=CC=CC=2)C2C=CC=CC=2)([P](C2C=CC=CC=2)(C2C=CC=CC=2)C2C=CC=CC=2)[P](C2C=CC=CC=2)(C2C=CC=CC=2)C2C=CC=CC=2)(C2C=CC=CC=2)C2C=CC=CC=2)=CC=1. The product is [C:1]([O:5][C:6]([N:8]1[CH2:13][CH2:12][CH:11]([C:14]2[CH:19]=[CH:18][C:17]([NH2:20])=[C:16]([C:34]3[CH2:35][CH2:36][C:31]([CH3:22])([CH3:37])[CH2:32][CH:33]=3)[N:15]=2)[CH2:10][CH2:9]1)=[O:7])([CH3:4])([CH3:3])[CH3:2]. The yield is 0.660. (2) The reactants are [C:1](=[NH:25])([O:3][CH2:4][CH2:5][C:6]1[CH:11]=[C:10]([F:12])[C:9]([O:13][C:14]2[CH:15]=[N:16][C:17]([C:20]([F:23])([F:22])[F:21])=[N:18][CH:19]=2)=[C:8]([F:24])[CH:7]=1)[NH2:2].FC(F)(F)C([O-])=O.[CH:33]([CH:35]([CH2:40][C:41]1[CH:42]=[N:43][CH:44]=[N:45][CH:46]=1)[C:36](OC)=O)=[O:34].C([O-])([O-])=O.[K+].[K+]. The catalyst is O1CCOCC1. The product is [F:12][C:10]1[CH:11]=[C:6]([CH:7]=[C:8]([F:24])[C:9]=1[O:13][C:14]1[CH:19]=[N:18][C:17]([C:20]([F:21])([F:22])[F:23])=[N:16][CH:15]=1)[CH2:5][CH2:4][O:3][C:1]1[NH:2][CH:36]=[C:35]([CH2:40][C:41]2[CH:46]=[N:45][CH:44]=[N:43][CH:42]=2)[C:33](=[O:34])[N:25]=1. The yield is 0.338. (3) The reactants are [Cl:1][C:2]1[CH:7]=[C:6]2[CH2:8][O:9][C:10]3[CH:33]=[C:32]4[C:13]([CH2:14][CH2:15][C:16]5[N:20]=[C:19]([C@@H:21]6[CH2:25][C@H:24]([O:26][CH2:27][CH3:28])[CH2:23][N:22]6[C:29]([O-:31])=[O:30])[NH:18][C:17]=54)=[CH:12][C:11]=3[C:5]2=[CH:4][CH:3]=1. The catalyst is C(Cl)Cl.O=[Mn]=O. The product is [Cl:1][C:2]1[CH:7]=[C:6]2[CH2:8][O:9][C:10]3[CH:33]=[C:32]4[C:13]([CH:14]=[CH:15][C:16]5[N:20]=[C:19]([C@@H:21]6[CH2:25][C@H:24]([O:26][CH2:27][CH3:28])[CH2:23][N:22]6[C:29]([O:31][C:5]([CH3:11])([CH3:6])[CH3:4])=[O:30])[NH:18][C:17]=54)=[CH:12][C:11]=3[C:5]2=[CH:4][CH:3]=1. The yield is 0.720.